Dataset: NCI-60 drug combinations with 297,098 pairs across 59 cell lines. Task: Regression. Given two drug SMILES strings and cell line genomic features, predict the synergy score measuring deviation from expected non-interaction effect. (1) Drug 1: CN(C(=O)NC(C=O)C(C(C(CO)O)O)O)N=O. Drug 2: CC1C(C(CC(O1)OC2CC(CC3=C2C(=C4C(=C3O)C(=O)C5=CC=CC=C5C4=O)O)(C(=O)C)O)N)O. Cell line: NCI-H226. Synergy scores: CSS=41.1, Synergy_ZIP=-2.51, Synergy_Bliss=-1.61, Synergy_Loewe=-24.0, Synergy_HSA=0.772. (2) Drug 1: C1=CC(=CC=C1C#N)C(C2=CC=C(C=C2)C#N)N3C=NC=N3. Drug 2: CS(=O)(=O)CCNCC1=CC=C(O1)C2=CC3=C(C=C2)N=CN=C3NC4=CC(=C(C=C4)OCC5=CC(=CC=C5)F)Cl. Cell line: HS 578T. Synergy scores: CSS=-5.19, Synergy_ZIP=3.41, Synergy_Bliss=3.70, Synergy_Loewe=-8.30, Synergy_HSA=-7.11. (3) Drug 1: CCN(CC)CCNC(=O)C1=C(NC(=C1C)C=C2C3=C(C=CC(=C3)F)NC2=O)C. Drug 2: C1CN(P(=O)(OC1)NCCCl)CCCl. Cell line: OVCAR3. Synergy scores: CSS=-5.75, Synergy_ZIP=6.21, Synergy_Bliss=2.96, Synergy_Loewe=-5.46, Synergy_HSA=-5.60. (4) Cell line: SK-OV-3. Synergy scores: CSS=3.88, Synergy_ZIP=-6.28, Synergy_Bliss=-8.79, Synergy_Loewe=-26.0, Synergy_HSA=-7.79. Drug 2: CNC(=O)C1=NC=CC(=C1)OC2=CC=C(C=C2)NC(=O)NC3=CC(=C(C=C3)Cl)C(F)(F)F. Drug 1: CC1CCC2CC(C(=CC=CC=CC(CC(C(=O)C(C(C(=CC(C(=O)CC(OC(=O)C3CCCCN3C(=O)C(=O)C1(O2)O)C(C)CC4CCC(C(C4)OC)OCCO)C)C)O)OC)C)C)C)OC.